From a dataset of Full USPTO retrosynthesis dataset with 1.9M reactions from patents (1976-2016). Predict the reactants needed to synthesize the given product. (1) Given the product [CH3:29][C:28]1[N:30]=[C:3]([C:4]2[CH:5]=[CH:6][C:7]([C:8]([OH:10])=[O:9])=[CH:11][CH:12]=2)[O:13][N:27]=1, predict the reactants needed to synthesize it. The reactants are: CO[C:3](=[O:13])[C:4]1[CH:12]=[CH:11][C:7]([C:8]([OH:10])=[O:9])=[CH:6][CH:5]=1.C1N=CN(C(N2C=NC=C2)=O)C=1.O[NH:27][C:28](=[NH:30])[CH3:29]. (2) Given the product [Cl:1][C:2]1[CH:10]=[C:9]2[C:5]([C:6]([C:11](=[O:15])[C:12]([Cl:14])=[O:13])=[CH:7][NH:8]2)=[CH:4][CH:3]=1, predict the reactants needed to synthesize it. The reactants are: [Cl:1][C:2]1[CH:10]=[C:9]2[C:5]([CH:6]=[CH:7][NH:8]2)=[CH:4][CH:3]=1.[C:11](Cl)(=[O:15])[C:12]([Cl:14])=[O:13]. (3) Given the product [C:1]([C:5]1[N:6]=[CH:7][C:8]([C:9]([OH:11])=[O:10])=[C:12]([O:14][C:15]2[C:20]([CH3:21])=[CH:19][C:18]([CH3:22])=[CH:17][C:16]=2[CH3:23])[CH:13]=1)([CH3:4])([CH3:3])[CH3:2], predict the reactants needed to synthesize it. The reactants are: [C:1]([C:5]1[CH:13]=[C:12]([O:14][C:15]2[C:20]([CH3:21])=[CH:19][C:18]([CH3:22])=[CH:17][C:16]=2[CH3:23])[C:8]([C:9]([O-:11])=[O:10])=[CH:7][N:6]=1)([CH3:4])([CH3:3])[CH3:2].[OH-].[Na+].